This data is from Full USPTO retrosynthesis dataset with 1.9M reactions from patents (1976-2016). The task is: Predict the reactants needed to synthesize the given product. (1) Given the product [ClH:3].[ClH:3].[NH2:5][C:6]1[C:34]([CH3:35])=[CH:33][C:9]([O:10][C:11]2[CH:12]=[CH:13][C:14]3[N:18]=[C:17]([CH2:19][O:20][C:21]4[CH:22]=[C:23]([CH:28]=[CH:29][CH:30]=4)[C:24]([OH:26])=[O:25])[N:16]([CH3:31])[C:15]=3[CH:32]=2)=[CH:8][C:7]=1[CH3:36], predict the reactants needed to synthesize it. The reactants are: [OH-].[Na+].[ClH:3].Cl.[NH2:5][C:6]1[C:34]([CH3:35])=[CH:33][C:9]([O:10][C:11]2[CH:12]=[CH:13][C:14]3[N:18]=[C:17]([CH2:19][O:20][C:21]4[CH:22]=[C:23]([CH:28]=[CH:29][CH:30]=4)[C:24]([O:26]C)=[O:25])[N:16]([CH3:31])[C:15]=3[CH:32]=2)=[CH:8][C:7]=1[CH3:36].Cl. (2) Given the product [CH3:1][O:2][C:3]([N:5]1[C:13]2[C:8](=[CH:9][C:10]([C:14]3([CH2:28][C:29]4[CH:34]=[CH:33][CH:32]=[CH:31][CH:30]=4)[CH2:18][C:17](=[O:19])[N:16]([CH2:20][C:21]4[CH:26]=[CH:25][CH:24]=[CH:23][CH:22]=4)[C:15]3=[O:27])=[CH:11][CH:12]=2)[CH:7]=[CH:6]1)=[O:4], predict the reactants needed to synthesize it. The reactants are: [CH3:1][O:2][C:3]([N:5]1[C:13]2[C:8](=[CH:9][C:10]([CH:14]3[CH2:18][C:17](=[O:19])[N:16]([CH2:20][C:21]4[CH:26]=[CH:25][CH:24]=[CH:23][CH:22]=4)[C:15]3=[O:27])=[CH:11][CH:12]=2)[CH:7]=[CH:6]1)=[O:4].[CH2:28](Br)[C:29]1[CH:34]=[CH:33][CH:32]=[CH:31][CH:30]=1. (3) Given the product [CH:1]([C:4]1[N:5]=[C:6]2[CH:11]=[C:10]([C:12](=[O:14])[NH:32][C:33]3[CH:38]=[CH:37][CH:36]=[CH:35][CH:34]=3)[CH:9]=[CH:8][N:7]2[C:15]=1[S:16]([Cl:29])(=[O:18])=[O:19])([CH3:2])[CH3:3], predict the reactants needed to synthesize it. The reactants are: [CH:1]([C:4]1[N:5]=[C:6]2[CH:11]=[C:10]([C:12]([OH:14])=O)[CH:9]=[CH:8][N:7]2[C:15]=1[S:16]([OH:19])(=[O:18])=O)([CH3:3])[CH3:2].C(N(CC)CC)C.P(Cl)(Cl)([Cl:29])=O.[NH2:32][C:33]1[CH:38]=[CH:37][CH:36]=[CH:35][CH:34]=1.C(=O)([O-])O.[Na+]. (4) Given the product [C:1]([O:5][C:6]([N:8]1[CH2:17][CH2:16][C:15]2[C:14]([O:18][C:69]3[CH:70]=[C:71]4[C:66](=[CH:67][CH:68]=3)[NH:65][C:64]([CH3:63])=[CH:72]4)=[N:13][CH:12]=[N:11][C:10]=2[CH2:9]1)=[O:7])([CH3:4])([CH3:2])[CH3:3], predict the reactants needed to synthesize it. The reactants are: [C:1]([O:5][C:6]([N:8]1[CH2:17][CH2:16][C:15]2[C:14](=[O:18])[NH:13][CH:12]=[N:11][C:10]=2[CH2:9]1)=[O:7])([CH3:4])([CH3:3])[CH3:2].C1CN([P+](ON2N=NC3C=CC=CC2=3)(N2CCCC2)N2CCCC2)CC1.F[P-](F)(F)(F)(F)F.C1CCN2C(=NCCC2)CC1.[CH3:63][C:64]1[NH:65][C:66]2[C:71]([CH:72]=1)=[CH:70][C:69](O)=[CH:68][CH:67]=2. (5) Given the product [CH3:11][N:12]1[C:20]2[C:15](=[C:16]([NH:21][C:2](=[O:3])[O:4][C:5]3[CH:10]=[CH:9][CH:8]=[CH:7][CH:6]=3)[CH:17]=[CH:18][CH:19]=2)[CH:14]=[N:13]1, predict the reactants needed to synthesize it. The reactants are: Cl[C:2]([O:4][C:5]1[CH:10]=[CH:9][CH:8]=[CH:7][CH:6]=1)=[O:3].[CH3:11][N:12]1[C:20]2[CH:19]=[CH:18][CH:17]=[C:16]([NH2:21])[C:15]=2[CH:14]=[N:13]1.N1C=CC=CC=1. (6) Given the product [O:17]1[C:18]2[CH:23]=[CH:22][CH:21]=[CH:20][C:19]=2[C:15]([O:14][CH:11]2[CH2:10][CH2:9][N:8]([CH2:6][CH:32]([OH:31])[CH2:34][N:35]3[C:43]4[CH2:42][CH2:41][N:40]([C:44](=[O:46])[CH3:45])[CH2:39][C:38]=4[C:37]([C:47]4[CH:52]=[CH:51][C:50]([C:53]([F:56])([F:55])[F:54])=[CH:49][CH:48]=4)=[N:36]3)[CH2:13][CH2:12]2)=[N:16]1, predict the reactants needed to synthesize it. The reactants are: C(O[C:6]([N:8]1[CH2:13][CH2:12][CH:11]([O:14][C:15]2[C:19]3[CH:20]=[CH:21][CH:22]=[CH:23][C:18]=3[O:17][N:16]=2)[CH2:10][CH2:9]1)=O)(C)(C)C.FC(F)(F)C(O)=O.[O:31]1C[CH:32]1[CH2:34][N:35]1[C:43]2[CH2:42][CH2:41][N:40]([C:44](=[O:46])[CH3:45])[CH2:39][C:38]=2[C:37]([C:47]2[CH:52]=[CH:51][C:50]([C:53]([F:56])([F:55])[F:54])=[CH:49][CH:48]=2)=[N:36]1.